This data is from Catalyst prediction with 721,799 reactions and 888 catalyst types from USPTO. The task is: Predict which catalyst facilitates the given reaction. (1) Reactant: [OH:1][C:2]1[CH:9]=[CH:8][C:5]([CH:6]=O)=[CH:4][CH:3]=1.[C:10]1([C:16](=O)[CH2:17][C:18]2[CH:23]=[CH:22][CH:21]=[CH:20][CH:19]=2)[CH:15]=[CH:14][CH:13]=[CH:12][CH:11]=1.[NH2:25][C:26]([NH2:28])=[O:27]. Product: [OH:1][C:2]1[CH:9]=[CH:8][C:5]([CH:6]2[C:17]([C:18]3[CH:23]=[CH:22][CH:21]=[CH:20][CH:19]=3)=[C:16]([C:10]3[CH:15]=[CH:14][CH:13]=[CH:12][CH:11]=3)[NH:28][C:26](=[O:27])[NH:25]2)=[CH:4][CH:3]=1. The catalyst class is: 15. (2) Reactant: [N:1]([O-:3])=O.[Na+].[N:5]1[C:10]2[NH:11][C:12]3[CH:20]=[CH:19][N:18]=[CH:17][C:13]=3[CH2:14][C:15](=[O:16])[C:9]=2[CH:8]=[CH:7][CH:6]=1. Product: [N:5]1[C:10]2[NH:11][C:12]3[CH:20]=[CH:19][N:18]=[CH:17][C:13]=3[C:14](=[N:1][OH:3])[C:15](=[O:16])[C:9]=2[CH:8]=[CH:7][CH:6]=1. The catalyst class is: 211. (3) Reactant: [NH2:1][C@:2]1([CH2:23][OH:24])[CH2:6][CH2:5][C@H:4]([C:7]2[CH:16]=[CH:15][C:14]3[CH2:13][C@H:12]([CH2:17][CH2:18][CH2:19][CH2:20][CH2:21][CH3:22])[CH2:11][CH2:10][C:9]=3[CH:8]=2)[CH2:3]1.[C:25](O[C:25]([O:27][C:28]([CH3:31])([CH3:30])[CH3:29])=[O:26])([O:27][C:28]([CH3:31])([CH3:30])[CH3:29])=[O:26]. Product: [CH2:17]([C@@H:12]1[CH2:11][CH2:10][C:9]2[CH:8]=[C:7]([C@H:4]3[CH2:5][CH2:6][C@:2]([NH:1][C:25](=[O:26])[O:27][C:28]([CH3:31])([CH3:30])[CH3:29])([CH2:23][OH:24])[CH2:3]3)[CH:16]=[CH:15][C:14]=2[CH2:13]1)[CH2:18][CH2:19][CH2:20][CH2:21][CH3:22]. The catalyst class is: 4. (4) Reactant: [CH2:1]([O:8][C:9]1[C:32]([O:33][CH3:34])=[CH:31][C:12]2[CH:13]3[N:18]([CH:19]([C:21]([CH3:24])([CH3:23])[CH3:22])[CH2:20][C:11]=2[CH:10]=1)[CH:17]=[C:16]([C:25]([O:27][CH2:28][CH3:29])=[O:26])[C:15](=[O:30])[CH2:14]3)[C:2]1[CH:7]=[CH:6][CH:5]=[CH:4][CH:3]=1.C1(Cl)C(=O)C(Cl)=C(Cl)C(=O)C=1Cl. Product: [CH2:1]([O:8][C:9]1[C:32]([O:33][CH3:34])=[CH:31][C:12]2[C:13]3[N:18]([CH:19]([C:21]([CH3:24])([CH3:23])[CH3:22])[CH2:20][C:11]=2[CH:10]=1)[CH:17]=[C:16]([C:25]([O:27][CH2:28][CH3:29])=[O:26])[C:15](=[O:30])[CH:14]=3)[C:2]1[CH:7]=[CH:6][CH:5]=[CH:4][CH:3]=1. The catalyst class is: 57. (5) Reactant: [NH2:1][C:2]1[CH:7]=[CH:6][C:5]([CH2:8][C:9]([O:11][CH3:12])=[O:10])=[CH:4][C:3]=1[Cl:13].[Cl:14][C:15]1[CH:20]=[CH:19][CH:18]=[CH:17][C:16]=1[N:21]=[C:22]=[O:23].CCN(CC)CC. Product: [Cl:13][C:3]1[CH:4]=[C:5]([CH2:8][C:9]([O:11][CH3:12])=[O:10])[CH:6]=[CH:7][C:2]=1[NH:1][C:22]([NH:21][C:16]1[CH:17]=[CH:18][CH:19]=[CH:20][C:15]=1[Cl:14])=[O:23]. The catalyst class is: 1. (6) Reactant: [Br:1][C:2]1[C:11]([CH3:12])=[CH:10][CH:9]=[CH:8][C:3]=1[C:4](OC)=[O:5].[BH4-].[Li+].C1COCC1. Product: [Br:1][C:2]1[C:11]([CH3:12])=[CH:10][CH:9]=[CH:8][C:3]=1[CH2:4][OH:5]. The catalyst class is: 6. (7) Reactant: C([O:8][CH2:9][C:10]([O:12][CH2:13][C:14]([NH:16][CH2:17][CH2:18][CH2:19][CH2:20][CH2:21][CH2:22][NH:23][C:24]([CH2:26][O:27][C:28](=[O:38])[CH2:29][O:30]CC1C=CC=CC=1)=[O:25])=[O:15])=[O:11])C1C=CC=CC=1. Product: [OH:8][CH2:9][C:10]([O:12][CH2:13][C:14]([NH:16][CH2:17][CH2:18][CH2:19][CH2:20][CH2:21][CH2:22][NH:23][C:24]([CH2:26][O:27][C:28](=[O:38])[CH2:29][OH:30])=[O:25])=[O:15])=[O:11]. The catalyst class is: 394. (8) Reactant: C([O:3][CH2:4][CH2:5][CH2:6][CH2:7][O:8][C:9]1[CH:10]=[C:11]([CH2:23][N:24]([CH3:26])[CH3:25])[CH:12]=[C:13]([O:15][CH2:16][CH2:17][CH2:18][CH2:19][O:20]C=C)[CH:14]=1)=C.Cl.C(=O)(O)[O-].[Na+].C(=O)([O-])[O-].[K+].[K+]. Product: [CH3:25][N:24]([CH2:23][C:11]1[CH:10]=[C:9]([O:8][CH2:7][CH2:6][CH2:5][CH2:4][OH:3])[CH:14]=[C:13]([O:15][CH2:16][CH2:17][CH2:18][CH2:19][OH:20])[CH:12]=1)[CH3:26]. The catalyst class is: 25.